Predict the reaction yield, written as a fraction of the theoretical maximum amount of product (1.0 means a 100% yield; for example, 0.34 means a 34% yield). From a dataset of Reaction yield outcomes from USPTO patents with 853,638 reactions. (1) The reactants are [C:1]1([C:7]2[CH:8]=[N:9][CH:10]=[CH:11][CH:12]=2)[CH:6]=[CH:5][CH:4]=[CH:3][CH:2]=1.[OH:13]O. The catalyst is C(O)(=O)C. The product is [C:1]1([C:7]2[CH:8]=[N+:9]([O-:13])[CH:10]=[CH:11][CH:12]=2)[CH:2]=[CH:3][CH:4]=[CH:5][CH:6]=1. The yield is 0.800. (2) The catalyst is CN(C)C1C=CN=CC=1.N1C=CC=CC=1. The yield is 0.500. The product is [C:26]([C:30]1[CH:31]=[CH:32][C:33]([NH:34][C:19](=[O:20])[C:18]2[CH:22]=[CH:23][CH:24]=[C:16]([O:15][C:12]3[CH:13]=[CH:14][C:9]4[N:10]([CH:25]=[C:7]([NH:6][C:4]([CH:1]5[CH2:3][CH2:2]5)=[O:5])[N:8]=4)[N:11]=3)[CH:17]=2)=[CH:35][CH:36]=1)([CH3:29])([CH3:27])[CH3:28]. The reactants are [CH:1]1([C:4]([NH:6][C:7]2[N:8]=[C:9]3[CH:14]=[CH:13][C:12]([O:15][C:16]4[CH:17]=[C:18]([CH:22]=[CH:23][CH:24]=4)[C:19](O)=[O:20])=[N:11][N:10]3[CH:25]=2)=[O:5])[CH2:3][CH2:2]1.[C:26]([C:30]1[CH:36]=[CH:35][C:33]([NH2:34])=[CH:32][CH:31]=1)([CH3:29])([CH3:28])[CH3:27].Cl.CN(C)CCCN=C=NCC. (3) The reactants are [O:1]=[C:2]1[C:10]2[C:5](=[CH:6][CH:7]=[CH:8][CH:9]=2)[C:4](=[O:11])[N:3]1[CH2:12][CH2:13][CH2:14][C:15]1[CH:16]=[C:17]([CH:20]=[CH:21][CH:22]=1)[CH:18]=O.[Br-].[Cl:24][C:25]1[CH:50]=[CH:49][C:28]([CH2:29][P+](C2C=CC=CC=2)(C2C=CC=CC=2)C2C=CC=CC=2)=[CH:27][CH:26]=1. No catalyst specified. The product is [Cl:24][C:25]1[CH:26]=[CH:27][C:28](/[CH:29]=[CH:18]/[C:17]2[CH:16]=[C:15]([CH2:14][CH2:13][CH2:12][N:3]3[C:4](=[O:11])[C:5]4[C:10](=[CH:9][CH:8]=[CH:7][CH:6]=4)[C:2]3=[O:1])[CH:22]=[CH:21][CH:20]=2)=[CH:49][CH:50]=1.[Cl:24][C:25]1[CH:26]=[CH:27][C:28](/[CH:29]=[CH:18]\[C:17]2[CH:16]=[C:15]([CH2:14][CH2:13][CH2:12][N:3]3[C:4](=[O:11])[C:5]4[C:10](=[CH:9][CH:8]=[CH:7][CH:6]=4)[C:2]3=[O:1])[CH:22]=[CH:21][CH:20]=2)=[CH:49][CH:50]=1. The yield is 0.100. (4) The reactants are [CH2:1]1[CH2:6][C@H:5]([C:7]([OH:9])=[O:8])[CH2:4][CH2:3][C@H:2]1[CH2:10][NH2:11].[CH:12]1([C:18]([O:20][CH:21]([O:25][C:26](ON2C(=O)CCC2=O)=[O:27])[CH:22]([CH3:24])[CH3:23])=[O:19])[CH2:17][CH2:16][CH2:15][CH2:14][CH2:13]1. The catalyst is CC(OC)(C)C.CC(C)=O.O. The product is [CH:12]1([C:18]([O:20][CH:21]([O:25][C:26]([NH:11][CH2:10][C@H:2]2[CH2:3][CH2:4][C@H:5]([C:7]([OH:9])=[O:8])[CH2:6][CH2:1]2)=[O:27])[CH:22]([CH3:23])[CH3:24])=[O:19])[CH2:13][CH2:14][CH2:15][CH2:16][CH2:17]1. The yield is 0.270. (5) The reactants are [CH2:1]([NH:3][C:4]1[C:9]([CH2:10][OH:11])=[CH:8][N:7]=[C:6]([S:12][CH3:13])[N:5]=1)[CH3:2]. The catalyst is O=[Mn]=O. The product is [CH2:1]([NH:3][C:4]1[C:9]([CH:10]=[O:11])=[CH:8][N:7]=[C:6]([S:12][CH3:13])[N:5]=1)[CH3:2]. The yield is 0.930. (6) The reactants are [OH:1][C:2]1[CH:7]=[CH:6][C:5]([C:8]2[C:9](=[O:23])[C:10]([CH3:22])([CH3:21])[O:11][C:12]=2[C:13]2[CH:18]=[CH:17][C:16]([O:19][CH3:20])=[CH:15][CH:14]=2)=[CH:4][CH:3]=1.C(=O)([O-])[O-].[Cs+].[Cs+].CN(C=O)C.Cl[CH2:36][C:37]1[N:38]=[C:39]2[CH:44]=[CH:43][CH:42]=[CH:41][N:40]2[CH:45]=1. The catalyst is O. The product is [N:38]1[C:37]([CH2:36][O:1][C:2]2[CH:3]=[CH:4][C:5]([C:8]3[C:9](=[O:23])[C:10]([CH3:21])([CH3:22])[O:11][C:12]=3[C:13]3[CH:18]=[CH:17][C:16]([O:19][CH3:20])=[CH:15][CH:14]=3)=[CH:6][CH:7]=2)=[CH:45][N:40]2[CH:41]=[CH:42][CH:43]=[CH:44][C:39]=12. The yield is 0.777.